Dataset: Reaction yield outcomes from USPTO patents with 853,638 reactions. Task: Predict the reaction yield, written as a fraction of the theoretical maximum amount of product (1.0 means a 100% yield; for example, 0.34 means a 34% yield). (1) The reactants are [F:1][C:2]1[CH:11]=[C:10]2[C:5]([CH:6]([C:12]([O:14][CH3:15])=[O:13])[CH2:7][CH2:8][O:9]2)=[CH:4][CH:3]=1.[Br:16]N1C(=O)CCC1=O. The catalyst is CN(C=O)C.C(OCC)(=O)C. The product is [Br:16][C:3]1[CH:4]=[C:5]2[C:10](=[CH:11][C:2]=1[F:1])[O:9][CH2:8][CH2:7][CH:6]2[C:12]([O:14][CH3:15])=[O:13]. The yield is 0.898. (2) The reactants are [OH:1][C:2]([C:4]([F:15])([F:14])[CH:5]([O:8][C:9](=[O:13])[C:10]([CH3:12])=[CH2:11])[CH2:6][CH3:7])=[O:3].C1COCC1.C(N(CC)CC)C.Cl[C:29]1([CH3:34])[CH2:33][CH2:32][CH2:31][CH2:30]1. The catalyst is O. The product is [CH3:34][C:29]1([O:3][C:2]([C:4]([F:14])([F:15])[CH:5]([O:8][C:9](=[O:13])[C:10]([CH3:12])=[CH2:11])[CH2:6][CH3:7])=[O:1])[CH2:33][CH2:32][CH2:31][CH2:30]1. The yield is 0.830. (3) The reactants are [N:1]1[CH:6]=[CH:5][CH:4]=[C:3]([CH:7]2[NH:19][C:17]3[C:18]4[C:9](=[N:10][NH:11][C:12](=[O:20])[C:13]=4[CH:14]=[CH:15][CH:16]=3)[CH:8]2[C:21]2[CH:22]=[N:23][CH:24]=[CH:25][CH:26]=2)[CH:2]=1. The catalyst is CO.[Pt](=O)=O. The product is [NH:23]1[CH2:24][CH2:25][CH2:26][CH:21]([CH:8]2[C:9]3=[N:10][NH:11][C:12](=[O:20])[C:13]4[CH:14]=[CH:15][CH:16]=[C:17]([C:18]=43)[NH:19][CH:7]2[C:3]2[CH:2]=[N:1][CH:6]=[CH:5][CH:4]=2)[CH2:22]1. The yield is 0.0400. (4) The reactants are [CH3:1][O:2][C:3]1[C:19]([C:20]([F:23])([F:22])[F:21])=[CH:18][C:6]2[N:7]([CH2:12][C:13]([O:15]CC)=[O:14])[C:8](=[O:11])[CH2:9][O:10][C:5]=2[CH:4]=1.[Li+].[OH-].CC#N.O.FC(F)(F)C(O)=O. The catalyst is O1CCCC1.O. The product is [CH3:1][O:2][C:3]1[C:19]([C:20]([F:23])([F:21])[F:22])=[CH:18][C:6]2[N:7]([CH2:12][C:13]([OH:15])=[O:14])[C:8](=[O:11])[CH2:9][O:10][C:5]=2[CH:4]=1. The yield is 0.910.